Dataset: Full USPTO retrosynthesis dataset with 1.9M reactions from patents (1976-2016). Task: Predict the reactants needed to synthesize the given product. (1) The reactants are: [C:1]([N:8]1[CH2:13][CH2:12][CH:11]([C:14]#[CH:15])[CH2:10][CH2:9]1)([O:3][C:4]([CH3:7])([CH3:6])[CH3:5])=[O:2].I[C:17]1[CH:22]=[CH:21][CH:20]=[CH:19][CH:18]=1. Given the product [C:1]([N:8]1[CH2:9][CH2:10][CH:11]([C:14]#[C:15][C:17]2[CH:22]=[CH:21][CH:20]=[CH:19][CH:18]=2)[CH2:12][CH2:13]1)([O:3][C:4]([CH3:7])([CH3:6])[CH3:5])=[O:2], predict the reactants needed to synthesize it. (2) Given the product [CH3:33][S:34]([O:28][CH2:27][C:24]1[N:23]=[CH:22][C:21]2[N:20]=[CH:19][N:18]([C:16]3[S:15][C:14]([C:29](=[O:30])[NH2:31])=[C:13]([O:12][CH:10]([C:5]4[CH:6]=[CH:7][CH:8]=[CH:9][C:4]=4[O:3][CH:2]([F:1])[F:32])[CH3:11])[CH:17]=3)[C:26]=2[CH:25]=1)(=[O:36])=[O:35], predict the reactants needed to synthesize it. The reactants are: [F:1][CH:2]([F:32])[O:3][C:4]1[CH:9]=[CH:8][CH:7]=[CH:6][C:5]=1[CH:10]([O:12][C:13]1[CH:17]=[C:16]([N:18]2[C:26]3[CH:25]=[C:24]([CH2:27][OH:28])[N:23]=[CH:22][C:21]=3[N:20]=[CH:19]2)[S:15][C:14]=1[C:29]([NH2:31])=[O:30])[CH3:11].[CH3:33][S:34](Cl)(=[O:36])=[O:35].C(N(CC)CC)C.